From a dataset of Full USPTO retrosynthesis dataset with 1.9M reactions from patents (1976-2016). Predict the reactants needed to synthesize the given product. Given the product [F:1][C:2]([F:27])([F:26])[C:37]([OH:47])=[O:51].[OH:20][C@H:16]1[C@H:15]2[CH2:19][N:18]([C:12]3[CH:11]=[CH:10][C:9]([C:5]4[CH:6]=[CH:7][CH:8]=[C:3]([C:2]([F:27])([F:26])[F:1])[CH:4]=4)=[N:25][C:13]=3[N:14]2[C:37]([NH:36][C:31]2[CH:32]=[CH:33][CH:34]=[CH:35][N:30]=2)=[O:47])[CH2:17]1, predict the reactants needed to synthesize it. The reactants are: [F:1][C:2]([F:27])([F:26])[C:3]1[CH:4]=[C:5]([C:9]2[CH:10]=[CH:11][C:12]3[N:18]4[CH2:19][C@H:15]([C@H:16]([O:20][Si](C)(C)C)[CH2:17]4)[NH:14][C:13]=3[N:25]=2)[CH:6]=[CH:7][CH:8]=1.[H-].[Na+].[N:30]1[CH:35]=[CH:34][CH:33]=[CH:32][C:31]=1[N:36]1C(=O)N2C=CC=CC2=N[C:37]1=[O:47].C1C[O:51]CC1.